This data is from Forward reaction prediction with 1.9M reactions from USPTO patents (1976-2016). The task is: Predict the product of the given reaction. (1) Given the reactants [C:1]([O:4][CH2:5][CH3:6])(=[O:3])[CH3:2].[CH3:7][CH2:8][CH2:9][CH2:10][CH2:11][CH3:12], predict the reaction product. The product is: [OH:3][CH:1]1[CH2:2][CH2:12][C:11]2[C:5](=[CH:6][C:8]([CH3:7])=[CH:9][CH:10]=2)[O:4]1. (2) Given the reactants [CH2:1]([O:3][C:4]([N:6]1[CH2:11][CH2:10][CH:9]([NH:12][S:13]([C:16]2[C:25]3[C:20](=[C:21]([CH2:26][N:27]4C(=O)C5C(=CC=CC=5)C4=O)[CH:22]=[CH:23][CH:24]=3)[CH:19]=[CH:18][CH:17]=2)(=[O:15])=[O:14])[CH2:8][CH2:7]1)=[O:5])[CH3:2].NN, predict the reaction product. The product is: [CH2:1]([O:3][C:4]([N:6]1[CH2:11][CH2:10][CH:9]([NH:12][S:13]([C:16]2[C:25]3[C:20](=[C:21]([CH2:26][NH2:27])[CH:22]=[CH:23][CH:24]=3)[CH:19]=[CH:18][CH:17]=2)(=[O:14])=[O:15])[CH2:8][CH2:7]1)=[O:5])[CH3:2]. (3) Given the reactants Cl.[OH:2][C:3]1[C:4](=[O:46])[N:5]([C:39]2[N:40]=[N:41][C:42]([CH3:45])=[CH:43][CH:44]=2)[CH:6]([C:19]2[CH:24]=[CH:23][C:22]([O:25][C:26]3[N:30]=[CH:29][N:28](COCC[Si](C)(C)C)[N:27]=3)=[CH:21][CH:20]=2)[C:7]=1[C:8](=[O:18])[C:9]1[CH:14]=[CH:13][C:12]([CH:15]([CH3:17])[CH3:16])=[CH:11][CH:10]=1, predict the reaction product. The product is: [OH:2][C:3]1[C:4](=[O:46])[N:5]([C:39]2[N:40]=[N:41][C:42]([CH3:45])=[CH:43][CH:44]=2)[CH:6]([C:19]2[CH:20]=[CH:21][C:22]([O:25][C:26]3[N:30]=[CH:29][NH:28][N:27]=3)=[CH:23][CH:24]=2)[C:7]=1[C:8](=[O:18])[C:9]1[CH:10]=[CH:11][C:12]([CH:15]([CH3:16])[CH3:17])=[CH:13][CH:14]=1. (4) Given the reactants [OH-].[Na+].CO.[C:5]([NH:13][C:14]1[CH:23]=[C:22]([O:24][C:25]2[CH:30]=[CH:29][CH:28]=[C:27]([Cl:31])[CH:26]=2)[CH:21]=[CH:20][C:15]=1[C:16]([O:18]C)=[O:17])(=[O:12])[C:6]1[CH:11]=[CH:10][CH:9]=[CH:8][CH:7]=1.Cl, predict the reaction product. The product is: [C:5]([NH:13][C:14]1[CH:23]=[C:22]([O:24][C:25]2[CH:30]=[CH:29][CH:28]=[C:27]([Cl:31])[CH:26]=2)[CH:21]=[CH:20][C:15]=1[C:16]([OH:18])=[O:17])(=[O:12])[C:6]1[CH:7]=[CH:8][CH:9]=[CH:10][CH:11]=1. (5) Given the reactants [Cl:1][C:2]1[C:11]2[C:6](=[CH:7][CH:8]=[CH:9][CH:10]=2)[C:5]([O:12][C@@H:13]2[C@@H:20]3[C@@H:16]([CH2:17][NH:18][CH2:19]3)[CH2:15][CH2:14]2)=[CH:4][CH:3]=1.C(N(CC)C(C)C)(C)C.[C:30](=O)([O:38]C1C=CC([N+]([O-])=O)=CC=1)[O:31][CH2:32][C:33]1[N:34]=[CH:35][S:36][CH:37]=1.C1CCCCC1, predict the reaction product. The product is: [Cl:1][C:2]1[C:11]2[C:6](=[CH:7][CH:8]=[CH:9][CH:10]=2)[C:5]([O:12][C@@H:13]2[C@@H:20]3[C@@H:16]([CH2:17][N:18]([C:30]([O:31][CH2:32][C:33]4[N:34]=[CH:35][S:36][CH:37]=4)=[O:38])[CH2:19]3)[CH2:15][CH2:14]2)=[CH:4][CH:3]=1. (6) Given the reactants [C:1]([OH:7])(=[O:6])[CH2:2][C:3]([OH:5])=[O:4].C(=O)(O)O.[NH2:12][C:13]([NH2:15])=[NH:14].C(=O)=O, predict the reaction product. The product is: [C:1]([O-:7])(=[O:6])[CH2:2][C:3]([O-:5])=[O:4].[NH2:14][C:13]([NH2:15])=[NH2+:12].[NH2:14][C:13]([NH2:15])=[NH2+:12]. (7) Given the reactants [Br:1][C:2]1[C:3]([O:13][CH3:14])=[C:4]([C:10](=O)[CH3:11])[CH:5]=[C:6]([Cl:9])[C:7]=1[F:8].C([O-])(=O)C.[NH4+].C([BH3-])#[N:21].[Na+], predict the reaction product. The product is: [Br:1][C:2]1[C:3]([O:13][CH3:14])=[C:4]([CH:10]([NH2:21])[CH3:11])[CH:5]=[C:6]([Cl:9])[C:7]=1[F:8].